From a dataset of Peptide-MHC class II binding affinity with 134,281 pairs from IEDB. Regression. Given a peptide amino acid sequence and an MHC pseudo amino acid sequence, predict their binding affinity value. This is MHC class II binding data. (1) The binding affinity (normalized) is 0.741. The MHC is H-2-IAb with pseudo-sequence H-2-IAb. The peptide sequence is DLHIPEFQLPHLSHTI. (2) The peptide sequence is QEMENFLGPIAVGGL. The MHC is HLA-DQA10201-DQB10402 with pseudo-sequence HLA-DQA10201-DQB10402. The binding affinity (normalized) is 0.171.